From a dataset of Catalyst prediction with 721,799 reactions and 888 catalyst types from USPTO. Predict which catalyst facilitates the given reaction. Reactant: [CH3:1][N:2]1[CH:6]=[CH:5][C:4](B2OC(C)(C)C(C)(C)O2)=[N:3]1.[Cl:16][C:17]1[N:18]=[N:19][C:20](Cl)=[CH:21][CH:22]=1.C([O-])([O-])=O.[K+].[K+]. Product: [Cl:16][C:17]1[N:18]=[N:19][C:20]([C:5]2[CH:4]=[N:3][N:2]([CH3:1])[CH:6]=2)=[CH:21][CH:22]=1. The catalyst class is: 117.